Dataset: Forward reaction prediction with 1.9M reactions from USPTO patents (1976-2016). Task: Predict the product of the given reaction. (1) Given the reactants [C:1]([C:5]1[O:9][N:8]=[C:7]([NH:10][C:11]([NH:13][C:14]2[CH:19]=[CH:18][CH:17]=[C:16]([SH:20])[CH:15]=2)=[O:12])[CH:6]=1)([CH3:4])([CH3:3])[CH3:2].Cl[C:22]1[C:31]2[C:26](=[CH:27][C:28]([O:35][CH2:36][CH3:37])=[C:29]([O:32][CH2:33][CH3:34])[CH:30]=2)[N:25]=[CH:24][N:23]=1.C([O-])([O-])=O.[Cs+].[Cs+], predict the reaction product. The product is: [C:1]([C:5]1[O:9][N:8]=[C:7]([NH:10][C:11]([NH:13][C:14]2[CH:19]=[CH:18][CH:17]=[C:16]([S:20][C:22]3[C:31]4[C:26](=[CH:27][C:28]([O:35][CH2:36][CH3:37])=[C:29]([O:32][CH2:33][CH3:34])[CH:30]=4)[N:25]=[CH:24][N:23]=3)[CH:15]=2)=[O:12])[CH:6]=1)([CH3:4])([CH3:2])[CH3:3]. (2) Given the reactants [CH2:1]([CH:8]1[NH:13][CH2:12][CH2:11][N:10]([C:14]2[CH:22]=[C:21]3[C:17]([C:18]([CH2:27][CH3:28])=[N:19][N:20]3[CH:23]3[CH2:26][CH2:25][CH2:24]3)=[CH:16][CH:15]=2)[CH2:9]1)[C:2]1[CH:7]=[CH:6][CH:5]=[CH:4][CH:3]=1.Cl[C:30]1[CH:35]=[CH:34][CH:33]=[C:32]([N+:36]([O-:38])=[O:37])[N:31]=1, predict the reaction product. The product is: [CH2:1]([CH:8]1[N:13]([C:30]2[CH:35]=[CH:34][CH:33]=[C:32]([N+:36]([O-:38])=[O:37])[N:31]=2)[CH2:12][CH2:11][N:10]([C:14]2[CH:22]=[C:21]3[C:17]([C:18]([CH2:27][CH3:28])=[N:19][N:20]3[CH:23]3[CH2:24][CH2:25][CH2:26]3)=[CH:16][CH:15]=2)[CH2:9]1)[C:2]1[CH:3]=[CH:4][CH:5]=[CH:6][CH:7]=1. (3) The product is: [Cl:27][C:28]1[CH:29]=[C:30]2[C:35](=[CH:36][CH:37]=1)[N:34]([C@@H:38]([CH2:42][CH2:41][OH:40])[C:39]([NH:17][C:16]1[CH:11]=[CH:12][C:13]([S:18](=[O:20])(=[O:19])[NH:21][C:22]3[S:26][CH:25]=[CH:24][N:23]=3)=[CH:14][CH:15]=1)=[O:43])[CH2:33][CH2:32][CH2:31]2. Given the reactants C[Al](C)C.CCCCCC.[CH:11]1[C:16]([NH2:17])=[CH:15][CH:14]=[C:13]([S:18]([NH:21][C:22]2[S:26][CH:25]=[CH:24][N:23]=2)(=[O:20])=[O:19])[CH:12]=1.[Cl:27][C:28]1[CH:29]=[C:30]2[C:35](=[CH:36][CH:37]=1)[N:34]([C@H:38]1[CH2:42][CH2:41][O:40][C:39]1=[O:43])[CH2:33][CH2:32][CH2:31]2.Cl, predict the reaction product. (4) The product is: [Br-:10].[C:16]1([CH2:18][N+:3]2[C:2]([Cl:1])=[C:6]([Cl:7])[N:5]([CH2:38][C:34]3[C:33]4[C:24](=[CH:25][CH:26]=[CH:27][CH:28]=4)[CH:23]=[CH:36][CH:35]=3)[CH:4]=2)[CH:17]=[C:12]([CH2:11][N+:3]2[C:2]([Cl:1])=[C:6]([Cl:7])[N:5]([CH2:23][C:24]3[C:33]4[C:28](=[CH:29][CH:30]=[CH:31][CH:32]=4)[CH:27]=[CH:26][CH:25]=3)[CH:4]=2)[CH:13]=[C:14]([CH2:20][N+:3]2[C:2]([Cl:1])=[C:6]([Cl:7])[N:5]([CH2:36][C:35]3[C:31]4[C:34](=[CH:35][CH:36]=[CH:29][CH:30]=4)[CH:38]=[CH:38][CH:34]=3)[CH:4]=2)[CH:15]=1.[Br-:22].[Br-:10]. Given the reactants [Cl:1][C:2]1[N:3]=[CH:4][NH:5][C:6]=1[Cl:7].[OH-].[K+].[Br:10][CH2:11][C:12]1[CH:17]=[C:16]([CH2:18]Br)[CH:15]=[C:14]([CH2:20]Br)[CH:13]=1.[Br:22][CH2:23][C:24]1[C:33]2[C:28](=[CH:29][CH:30]=[CH:31][CH:32]=2)[CH:27]=[CH:26][CH:25]=1.[CH2:34]1[CH2:38]O[CH2:36][CH2:35]1, predict the reaction product. (5) Given the reactants ClC(Cl)(OC(=O)OC(Cl)(Cl)Cl)Cl.[Cl:13][C:14]1[C:19]([F:20])=[CH:18][CH:17]=[C:16]([Cl:21])[C:15]=1[C@H:22]([O:24][C:25]1[C:26]2[O:34][CH:33]=[C:32]([C:35]3[CH2:36][CH2:37][NH:38][CH2:39][CH:40]=3)[C:27]=2[CH:28]=[N:29][C:30]=1[NH2:31])[CH3:23].CCN(C(C)C)C(C)C.[N:50]1([C:56](OC(C)(C)C)=[O:57])[CH2:55][CH2:54][NH:53][CH2:52][CH2:51]1, predict the reaction product. The product is: [NH2:31][C:30]1[N:29]=[CH:28][C:27]2[C:32]([C:35]3[CH2:36][CH2:37][N:38]([C:56]([N:50]4[CH2:55][CH2:54][NH:53][CH2:52][CH2:51]4)=[O:57])[CH2:39][CH:40]=3)=[CH:33][O:34][C:26]=2[C:25]=1[O:24][C@@H:22]([C:15]1[C:16]([Cl:21])=[CH:17][CH:18]=[C:19]([F:20])[C:14]=1[Cl:13])[CH3:23]. (6) Given the reactants [CH3:1][C:2]1[CH:7]=[CH:6][C:5]([C:8]2[CH:13]=[CH:12][C:11]([CH2:14][NH2:15])=[CH:10][N:9]=2)=[CH:4][CH:3]=1.[F:16][C:17]([F:43])([F:42])[C:18]1[CH:23]=[CH:22][C:21]([C:24]2[C:25]([C:30]([NH:32][C:33]3[CH:34]=[C:35]([C:39](O)=[O:40])[N:36]([CH3:38])[CH:37]=3)=[O:31])=[CH:26][CH:27]=[CH:28][CH:29]=2)=[CH:20][CH:19]=1.CN(C(ON1N=NC2C=CC=CC1=2)=[N+](C)C)C.[B-](F)(F)(F)F.C(N(C(C)C)C(C)C)C, predict the reaction product. The product is: [CH3:1][C:2]1[CH:3]=[CH:4][C:5]([C:8]2[CH:13]=[CH:12][C:11]([CH2:14][NH:15][C:39]([C:35]3[N:36]([CH3:38])[CH:37]=[C:33]([NH:32][C:30]([C:25]4[C:24]([C:21]5[CH:20]=[CH:19][C:18]([C:17]([F:43])([F:16])[F:42])=[CH:23][CH:22]=5)=[CH:29][CH:28]=[CH:27][CH:26]=4)=[O:31])[CH:34]=3)=[O:40])=[CH:10][N:9]=2)=[CH:6][CH:7]=1. (7) Given the reactants [CH2:1]([N:8]1[C:17]2[C:12](=[CH:13][C:14]([CH3:18])=[CH:15][CH:16]=2)[C:11](Cl)=[C:10]([C:20]#[N:21])[C:9]1=[O:22])[C:2]1[CH:7]=[CH:6][CH:5]=[CH:4][CH:3]=1.[NH:23]1[CH2:28][CH2:27][NH:26][CH2:25][CH2:24]1, predict the reaction product. The product is: [CH2:1]([N:8]1[C:17]2[C:12](=[CH:13][C:14]([CH3:18])=[CH:15][CH:16]=2)[C:11]([N:23]2[CH2:28][CH2:27][NH:26][CH2:25][CH2:24]2)=[C:10]([C:20]#[N:21])[C:9]1=[O:22])[C:2]1[CH:7]=[CH:6][CH:5]=[CH:4][CH:3]=1.